From a dataset of Full USPTO retrosynthesis dataset with 1.9M reactions from patents (1976-2016). Predict the reactants needed to synthesize the given product. (1) The reactants are: [CH3:1][C:2]1[CH:7]=[C:6]([CH3:8])[N:5]=[C:4](OS(C(F)(F)F)(=O)=O)[CH:3]=1.N1C=CC=CC=1.[N+:23]([C:26]1[CH:31]=[CH:30][C:29]([NH:32][CH2:33][CH2:34][NH2:35])=[CH:28][CH:27]=1)([O-:25])=[O:24]. Given the product [CH3:1][C:2]1[CH:7]=[C:6]([CH3:8])[N:5]=[C:4]([NH:35][CH2:34][CH2:33][NH:32][C:29]2[CH:28]=[CH:27][C:26]([N+:23]([O-:25])=[O:24])=[CH:31][CH:30]=2)[CH:3]=1, predict the reactants needed to synthesize it. (2) Given the product [Br:11][C:7]1[CH:6]=[C:5]2[C:4](=[C:9]([CH3:10])[CH:8]=1)[C:3](=[O:14])[N:23]([CH2:22][C:21]1[CH:24]=[CH:25][C:18]([O:17][C:16]([F:15])([F:26])[F:27])=[CH:19][CH:20]=1)[CH2:12]2, predict the reactants needed to synthesize it. The reactants are: CO[C:3](=[O:14])[C:4]1[C:9]([CH3:10])=[CH:8][C:7]([Br:11])=[CH:6][C:5]=1[CH2:12]Br.[F:15][C:16]([F:27])([F:26])[O:17][C:18]1[CH:25]=[CH:24][C:21]([CH2:22][NH2:23])=[CH:20][CH:19]=1.C([O-])([O-])=O.[K+].[K+].C(OCC)(=O)C. (3) Given the product [CH:1]1([C@@H:4]2[CH2:8][N:7]([S:9]([C:12]3[N:13]=[CH:14][N:15]([CH3:17])[CH:16]=3)(=[O:11])=[O:10])[CH2:6][C@H:5]2[NH:18][C:20]2[CH:25]=[CH:24][CH:23]=[C:22]([C:26]([F:29])([F:28])[F:27])[CH:21]=2)[CH2:3][CH2:2]1, predict the reactants needed to synthesize it. The reactants are: [CH:1]1([C@@H:4]2[CH2:8][N:7]([S:9]([C:12]3[N:13]=[CH:14][N:15]([CH3:17])[CH:16]=3)(=[O:11])=[O:10])[CH2:6][C@H:5]2[NH2:18])[CH2:3][CH2:2]1.Br[C:20]1[CH:25]=[CH:24][CH:23]=[C:22]([C:26]([F:29])([F:28])[F:27])[CH:21]=1.C1(P(C2CCCCC2)C2C=CC=CC=2C2C(C(C)C)=CC(C(C)C)=CC=2C(C)C)CCCCC1.CC([O-])(C)C.[Na+].